Dataset: Full USPTO retrosynthesis dataset with 1.9M reactions from patents (1976-2016). Task: Predict the reactants needed to synthesize the given product. (1) Given the product [N:13]1([C:18]2[CH:23]=[CH:22][N:21]=[CH:20][CH:25]=2)[CH2:14][CH2:15][CH:11]([CH2:9][CH2:66][NH:82][C:83]([C:85]2[C:89]([CH3:90])=[C:88]([NH:91][C:92](=[O:100])[C:93]3[CH:98]=[CH:97][CH:96]=[CH:95][C:94]=3[Cl:99])[N:37]([C:39]3[CH:44]=[C:43]([CH3:45])[N:42]=[C:41]([CH3:46])[N:40]=3)[N:38]=2)=[O:84])[CH2:4][CH2:3]1, predict the reactants needed to synthesize it. The reactants are: N1C=[CH:4][CH:3]=N1.C(O[C:9]([C:11]1[C:15](C)=[C:14](N)[N:13]([C:18]2[CH:23]=[C:22](C)[N:21]=[C:20]([CH3:25])N=2)N=1)=O)C.C(OC(=O)C(=O)C(C#N)C)C.[NH:37]([C:39]1[CH:44]=[C:43]([CH3:45])[N:42]=[C:41]([CH3:46])[N:40]=1)[NH2:38].NC1N(C(OC(C)(C)C)=O)N=C(C(OC)=O)C=1.O=C1NC2C=CC=CC=2C(C2C=CC=CC=2)=N[CH:66]1[NH:82][C:83]([C:85]1[C:89]([CH3:90])=[C:88]([NH:91][C:92](=[O:100])[C:93]2[CH:98]=[CH:97][CH:96]=[CH:95][C:94]=2[Cl:99])N(C2C=CC=CN=2)N=1)=[O:84]. (2) Given the product [CH:24]1([CH2:29][O:30][C:31]2[C:39]([CH:40]3[CH2:42][CH2:41]3)=[CH:38][C:34]([C:35]([NH:61][S:58]([N:56]3[CH2:57][CH:54]([O:53][CH3:52])[CH2:55]3)(=[O:60])=[O:59])=[O:37])=[C:33]([F:43])[CH:32]=2)[CH2:25][CH2:26][CH2:27][CH2:28]1, predict the reactants needed to synthesize it. The reactants are: C12(COC3C(I)=CC(C(O)=O)=C(F)C=3)CC3CC(CC(C3)C1)C2.[CH:24]1([CH2:29][O:30][C:31]2[C:39]([CH:40]3[CH2:42][CH2:41]3)=[CH:38][C:34]([C:35]([OH:37])=O)=[C:33]([F:43])[CH:32]=2)[CH2:28][CH2:27][CH2:26][CH2:25]1.N1(S(N)(=O)=O)CCC1.[CH3:52][O:53][CH:54]1[CH2:57][N:56]([S:58]([NH2:61])(=[O:60])=[O:59])[CH2:55]1. (3) Given the product [CH3:27][O:26][N:17]([CH3:21])[C:7]([C:5]1[O:4][N:3]=[C:2]([Br:1])[CH:6]=1)=[O:9], predict the reactants needed to synthesize it. The reactants are: [Br:1][C:2]1[CH:6]=[C:5]([C:7]([OH:9])=O)[O:4][N:3]=1.F[P-](F)(F)(F)(F)F.[N:17]1([O:26][C:27](N(C)C)=[N+](C)C)[C:21]2N=CC=CC=2N=N1.CCN(C(C)C)C(C)C.Cl.CNOC. (4) Given the product [CH3:11][O:10][C:6]1[CH:5]=[C:4]([C:3](=[O:12])[CH2:15][CH3:16])[CH:9]=[CH:8][CH:7]=1, predict the reactants needed to synthesize it. The reactants are: CN(OC)[C:3](=[O:12])[C:4]1[CH:9]=[CH:8][CH:7]=[C:6]([O:10][CH3:11])[CH:5]=1.[CH2:15]([Mg]Br)[CH3:16].Cl.